From a dataset of Reaction yield outcomes from USPTO patents with 853,638 reactions. Predict the reaction yield, written as a fraction of the theoretical maximum amount of product (1.0 means a 100% yield; for example, 0.34 means a 34% yield). (1) The reactants are Cl.[C:2]([CH2:5][N:6]1[CH2:11][CH2:10][C:9]2([CH:16]=[C:15]([C:17]3[CH:22]=[C:21](F)[C:20]([O:24]CC)=[C:19](F)[CH:18]=3)[C:14]3[CH:28]=[CH:29][CH:30]=[CH:31][C:13]=3[O:12]2)[CH2:8][CH2:7]1)([OH:4])=[O:3].C(=O)([O-])O.[Na+].[CH2:37](I)[CH3:38]. The catalyst is CN(C)C=O.C(OCC)(=O)C. The product is [OH:24][C:20]1[CH:21]=[CH:22][C:17]([C:15]2[C:14]3[CH:28]=[CH:29][CH:30]=[CH:31][C:13]=3[O:12][C:9]3([CH2:8][CH2:7][N:6]([CH2:5][C:2]([O:4][CH2:37][CH3:38])=[O:3])[CH2:11][CH2:10]3)[CH:16]=2)=[CH:18][CH:19]=1. The yield is 0.510. (2) The reactants are [C:1]([CH:4]1[CH2:9][CH:8]([C:10]([O:12][CH2:13][CH3:14])=[O:11])[CH2:7][CH2:6][N:5]1[C:15]([O:17][CH2:18][C:19]1[CH:24]=[CH:23][CH:22]=[CH:21][CH:20]=1)=[O:16])(=O)[NH2:2].N1C=CC=CC=1.O=S(Cl)Cl. No catalyst specified. The product is [C:1]([CH:4]1[CH2:9][CH:8]([C:10]([O:12][CH2:13][CH3:14])=[O:11])[CH2:7][CH2:6][N:5]1[C:15]([O:17][CH2:18][C:19]1[CH:20]=[CH:21][CH:22]=[CH:23][CH:24]=1)=[O:16])#[N:2]. The yield is 0.990. (3) The reactants are C([O:4][C@@H:5]1[CH2:29][CH2:28][C@@:27]2([CH3:30])[C@H:7]([CH2:8][CH2:9][C@@H:10]3[C:26]2=[CH:25][CH2:24][C@@:23]2([CH3:31])[C@H:11]3[CH2:12][CH2:13][C@@H:14]2[C@H:15]([CH3:22])[CH2:16][CH2:17][C:18]([O:20][CH3:21])=[O:19])[CH2:6]1)(=O)C.CC(O)=[O:34]. No catalyst specified. The product is [OH:4][C@@H:5]1[CH2:29][CH2:28][C@@:27]2([CH3:30])[C@H:7]([CH2:8][CH2:9][C@@H:10]3[C:26]2=[CH:25][C:24](=[O:34])[C@@:23]2([CH3:31])[C@H:11]3[CH2:12][CH2:13][C@@H:14]2[C@H:15]([CH3:22])[CH2:16][CH2:17][C:18]([O:20][CH3:21])=[O:19])[CH2:6]1. The yield is 0.500. (4) The product is [CH3:1][O:2][C@H:3]1[CH2:8][CH2:7][C@H:6]([CH2:9][N:10]2[C:11](=[O:24])[CH2:12][NH:13][C:14]3[N:19]=[CH:18][C:17]([C:26]4[C:27]([CH3:34])=[CH:28][C:29]([C:32]#[N:33])=[N:30][CH:31]=4)=[N:16][C:15]2=3)[CH2:5][CH2:4]1. The yield is 0.940. The reactants are [CH3:1][O:2][C@H:3]1[CH2:8][CH2:7][C@H:6]([CH2:9][N:10]2[C:15]3=[N:16][C:17]([Sn](C)(C)C)=[CH:18][N:19]=[C:14]3[NH:13][CH2:12][C:11]2=[O:24])[CH2:5][CH2:4]1.Br[C:26]1[C:27]([CH3:34])=[CH:28][C:29]([C:32]#[N:33])=[N:30][CH:31]=1.C(N(CC)CC)C.C1(C)C=CC=CC=1P(C1C=CC=CC=1C)C1C=CC=CC=1C. The catalyst is C1C=CC(/C=C/C(/C=C/C2C=CC=CC=2)=O)=CC=1.C1C=CC(/C=C/C(/C=C/C2C=CC=CC=2)=O)=CC=1.C1C=CC(/C=C/C(/C=C/C2C=CC=CC=2)=O)=CC=1.[Pd].[Pd].CN(C)C=O. (5) The reactants are [CH2:1]([O:8][CH2:9][CH2:10][O:11][C:12]1[CH:18]=[CH:17][C:15]([NH2:16])=[CH:14][C:13]=1[C:19]([F:22])([F:21])[F:20])[C:2]1[CH:7]=[CH:6][CH:5]=[CH:4][CH:3]=1.[Br:23][C:24]1[CH:29]=[CH:28][C:27]([CH2:30][C:31](O)=[O:32])=[C:26]([F:34])[CH:25]=1.C1C=CC2N(O)N=NC=2C=1.C(Cl)CCl.CCN(CC)CC. The catalyst is C(Cl)Cl. The product is [CH2:1]([O:8][CH2:9][CH2:10][O:11][C:12]1[CH:18]=[CH:17][C:15]([NH:16][C:31](=[O:32])[CH2:30][C:27]2[CH:28]=[CH:29][C:24]([Br:23])=[CH:25][C:26]=2[F:34])=[CH:14][C:13]=1[C:19]([F:20])([F:21])[F:22])[C:2]1[CH:3]=[CH:4][CH:5]=[CH:6][CH:7]=1. The yield is 0.890. (6) The reactants are [O:1]=[C:2]1[CH2:10][C:9]2[C:4](=[CH:5][C:6]([C:11]([OH:13])=O)=[CH:7][CH:8]=2)[NH:3]1.[NH:14]1[CH2:19][CH2:18][CH2:17][C@@H:16]2[C:20]3[CH:21]=[CH:22][CH:23]=[CH:24][C:25]=3[CH2:26][C@H:15]12.F[P-](F)(F)(F)(F)F.N1(OC(N(C)C)=[N+](C)C)C2N=CC=CC=2N=N1. No catalyst specified. The product is [N:14]1([C:11]([C:6]2[CH:5]=[C:4]3[C:9]([CH2:10][C:2](=[O:1])[NH:3]3)=[CH:8][CH:7]=2)=[O:13])[CH2:19][CH2:18][CH2:17][C@@H:16]2[C:20]3[CH:21]=[CH:22][CH:23]=[CH:24][C:25]=3[CH2:26][C@H:15]12. The yield is 0.340. (7) The reactants are [I:1][C:2]1[C:10]2[C:5](=[N:6][CH:7]=[C:8]([C:11]3[CH:12]=[C:13]([C:17]([N:19]4[CH2:24][CH2:23][O:22][CH2:21][CH2:20]4)=[O:18])[CH:14]=[CH:15][CH:16]=3)[CH:9]=2)[NH:4][CH:3]=1.[C:25]1([CH3:35])[CH:30]=[CH:29][C:28]([S:31](Cl)(=[O:33])=[O:32])=[CH:27][CH:26]=1.[OH-].[K+].[OH-].C([N+](CCCC)(CCCC)CCCC)CCC. The catalyst is C1(C)C=CC=CC=1.O. The product is [I:1][C:2]1[C:10]2[C:5](=[N:6][CH:7]=[C:8]([C:11]3[CH:12]=[C:13]([C:17]([N:19]4[CH2:20][CH2:21][O:22][CH2:23][CH2:24]4)=[O:18])[CH:14]=[CH:15][CH:16]=3)[CH:9]=2)[N:4]([S:31]([C:28]2[CH:29]=[CH:30][C:25]([CH3:35])=[CH:26][CH:27]=2)(=[O:33])=[O:32])[CH:3]=1. The yield is 0.740. (8) The yield is 0.540. The product is [O:1]([C:8]1[C:9]([NH:21][C:22]2[S:26][N:25]=[C:24]([CH:27]3[CH2:32][CH2:31][N:30]([C:33](=[O:35])[CH3:34])[CH2:29][CH2:28]3)[N:23]=2)=[N:10][CH:11]=[C:12]([S:14][C:15]2[CH:20]=[CH:19][CH:18]=[CH:17][N:16]=2)[CH:13]=1)[C:2]1[CH:7]=[CH:6][CH:5]=[CH:4][CH:3]=1. The reactants are [O:1]([C:8]1[C:9]([NH:21][C:22]2[S:26][N:25]=[C:24]([CH:27]3[CH2:32][CH2:31][NH:30][CH2:29][CH2:28]3)[N:23]=2)=[N:10][CH:11]=[C:12]([S:14][C:15]2[CH:20]=[CH:19][CH:18]=[CH:17][N:16]=2)[CH:13]=1)[C:2]1[CH:7]=[CH:6][CH:5]=[CH:4][CH:3]=1.[C:33](OC(=O)C)(=[O:35])[CH3:34].C1COCC1. The catalyst is O. (9) The reactants are [Cl:1][C:2]1[C:7]([F:8])=[C:6](Cl)[N:5]=[C:4]([CH3:10])[N:3]=1.[OH-].[NH4+:12].CO. The catalyst is O. The product is [NH2:12][C:6]1[C:7]([F:8])=[C:2]([Cl:1])[N:3]=[C:4]([CH3:10])[N:5]=1. The yield is 0.610.